Dataset: HIV replication inhibition screening data with 41,000+ compounds from the AIDS Antiviral Screen. Task: Binary Classification. Given a drug SMILES string, predict its activity (active/inactive) in a high-throughput screening assay against a specified biological target. The drug is Nc1ncnc2c1ncn2CC1OCC(CO)O1. The result is 0 (inactive).